From a dataset of Full USPTO retrosynthesis dataset with 1.9M reactions from patents (1976-2016). Predict the reactants needed to synthesize the given product. Given the product [C:8]([C:7]1[N:6]=[CH:5][C:4]([NH:10][CH2:11][C@@H:12]([NH:14][C:15](=[O:21])[O:16][C:17]([CH3:20])([CH3:19])[CH3:18])[CH3:13])=[CH:3][C:2]=1[NH:22][C:23]1[CH:28]=[C:27]([CH3:29])[CH:26]=[C:25]([CH3:30])[N:24]=1)#[N:9], predict the reactants needed to synthesize it. The reactants are: Br[C:2]1[CH:3]=[C:4]([NH:10][CH2:11][C@@H:12]([NH:14][C:15](=[O:21])[O:16][C:17]([CH3:20])([CH3:19])[CH3:18])[CH3:13])[CH:5]=[N:6][C:7]=1[C:8]#[N:9].[NH2:22][C:23]1[CH:28]=[C:27]([CH3:29])[CH:26]=[C:25]([CH3:30])[N:24]=1.CC1(C)C2C(=C(P(C3C=CC=CC=3)C3C=CC=CC=3)C=CC=2)OC2C(P(C3C=CC=CC=3)C3C=CC=CC=3)=CC=CC1=2.C(=O)([O-])[O-].[Cs+].[Cs+].